Task: Predict the product of the given reaction.. Dataset: Forward reaction prediction with 1.9M reactions from USPTO patents (1976-2016) (1) The product is: [CH3:11][N:12]1[CH:16]=[C:15]([C:2]2[N:7]=[C:6]([O:8][CH3:9])[C:5]([NH2:10])=[CH:4][CH:3]=2)[C:14]([CH3:26])=[N:13]1. Given the reactants Br[C:2]1[N:7]=[C:6]([O:8][CH3:9])[C:5]([NH2:10])=[CH:4][CH:3]=1.[CH3:11][N:12]1[CH:16]=[C:15](B2OC(C)(C)C(C)(C)O2)[C:14]([CH3:26])=[N:13]1.[F-].[Cs+], predict the reaction product. (2) Given the reactants [C:1]1([C:7]2[NH:11][N:10]=[C:9]([C:12]([F:15])([F:14])[F:13])[C:8]=2[NH:16][C:17](=O)[C:18]2[CH:23]=[CH:22][CH:21]=[CH:20][CH:19]=2)[CH:6]=[CH:5][CH:4]=[CH:3][CH:2]=1.P(Cl)(Cl)(Cl)=O, predict the reaction product. The product is: [C:18]1([C:17]2[C:2]3[CH:3]=[CH:4][CH:5]=[CH:6][C:1]=3[C:7]3[NH:11][N:10]=[C:9]([C:12]([F:15])([F:14])[F:13])[C:8]=3[N:16]=2)[CH:23]=[CH:22][CH:21]=[CH:20][CH:19]=1. (3) Given the reactants [CH2:1]([O:8][C:9]1[CH:10]=[CH:11][CH:12]=[C:13]2[C:17]=1[NH:16][CH:15]=[C:14]2[CH2:18][C@H:19]([NH:21][C:22](=O)[C@H:23]([OH:30])[C:24]1[CH:25]=[N:26][CH:27]=[CH:28][CH:29]=1)[CH3:20])[C:2]1[CH:7]=[CH:6][CH:5]=[CH:4][CH:3]=1.Cl, predict the reaction product. The product is: [CH2:1]([O:8][C:9]1[CH:10]=[CH:11][CH:12]=[C:13]2[C:17]=1[NH:16][CH:15]=[C:14]2[CH2:18][C@H:19]([NH:21][CH2:22][C@@H:23]([C:24]1[CH:25]=[N:26][CH:27]=[CH:28][CH:29]=1)[OH:30])[CH3:20])[C:2]1[CH:7]=[CH:6][CH:5]=[CH:4][CH:3]=1. (4) The product is: [CH3:16][C:7]1([CH3:17])[C@H:6](/[CH:5]=[C:4](\[CH3:18])/[CH:3]=[N:2][O:1][CH2:22][C:21]#[CH:20])[C@H:8]1[C:9]([O:11][C:12]([CH3:15])([CH3:14])[CH3:13])=[O:10]. Given the reactants [OH:1][N:2]=[CH:3]/[C:4](/[CH3:18])=[CH:5]/[C@@H:6]1[C@@H:8]([C:9]([O:11][C:12]([CH3:15])([CH3:14])[CH3:13])=[O:10])[C:7]1([CH3:17])[CH3:16].Cl[CH2:20][C:21]#[CH:22].[H-].[Na+].Cl, predict the reaction product. (5) Given the reactants [H-].[Na+].[NH:3]1[CH:7]=[CH:6][CH:5]=[N:4]1.[F:8][C:9]1[CH:14]=[CH:13][CH:12]=[C:11](F)[N:10]=1, predict the reaction product. The product is: [F:8][C:9]1[CH:14]=[CH:13][CH:12]=[C:11]([N:3]2[CH:7]=[CH:6][CH:5]=[N:4]2)[N:10]=1. (6) Given the reactants C(O[C:6]([N:8](C)[CH:9]([CH2:14][C:15]1[CH:20]=[CH:19][CH:18]=[CH:17][N:16]=1)[C:10]([O:12][CH3:13])=[O:11])=O)(C)(C)C.[F:22][C:23]([F:28])([F:27])[C:24]([OH:26])=[O:25], predict the reaction product. The product is: [F:22][C:23]([F:28])([F:27])[C:24]([O-:26])=[O:25].[F:22][C:23]([F:28])([F:27])[C:24]([O-:26])=[O:25].[CH3:13][O:12][C:10](=[O:11])[CH:9]([NH2+:8][CH3:6])[CH2:14][C:15]1[CH:20]=[CH:19][CH:18]=[CH:17][NH+:16]=1. (7) Given the reactants C(O[K])(C)(C)C.[CH:7]12[S:14][CH:11]([CH2:12][CH2:13]1)[CH2:10][C:9](=O)[CH2:8]2.S([CH2:26][N+:27]#[C-])(C1C=CC(C)=CC=1)(=O)=O.CCOCC, predict the reaction product. The product is: [CH:7]12[S:14][CH:11]([CH2:12][CH2:13]1)[CH2:10][CH:9]([C:26]#[N:27])[CH2:8]2. (8) Given the reactants [C:1]([O:5][C:6]([N:8]1[CH2:14][CH2:13][CH2:12][N:11]([C:15]2[NH:19][C:18]3[CH:20]=[CH:21][CH:22]=[CH:23][C:17]=3[N:16]=2)[CH2:10][CH2:9]1)=[O:7])([CH3:4])([CH3:3])[CH3:2].[CH3:24][N:25](C)[CH:26]=[O:27].[H-].[Na+].CO.Cl[CH2:34]Cl, predict the reaction product. The product is: [C:1]([O:5][C:6]([N:8]1[CH2:14][CH2:13][CH2:12][N:11]([C:15]2[N:16]([N:25]([CH3:24])[C:26](=[O:27])[CH3:34])[C:17]3[CH:23]=[CH:22][CH:21]=[CH:20][C:18]=3[N:19]=2)[CH2:10][CH2:9]1)=[O:7])([CH3:4])([CH3:2])[CH3:3]. (9) Given the reactants C([O-])(=O)C.[K+].Cl[C:7]1[N:12]=[CH:11][N:10]=[C:9]2[NH:13][N:14]=[CH:15][C:8]=12.[F:16][C:17]1[C:22](B(O)O)=[CH:21][CH:20]=[CH:19][N:18]=1.O, predict the reaction product. The product is: [F:16][C:17]1[C:22]([C:7]2[N:12]=[CH:11][N:10]=[C:9]3[NH:13][N:14]=[CH:15][C:8]=23)=[CH:21][CH:20]=[CH:19][N:18]=1.